From a dataset of Full USPTO retrosynthesis dataset with 1.9M reactions from patents (1976-2016). Predict the reactants needed to synthesize the given product. (1) Given the product [C:1]([O:5][C:6]([N:8]1[CH2:12][C@H:11]([CH3:13])[C@H:10]([NH:14][C:15]2[C:16]3[N:17]([CH:24]=[C:25]([C:27]([OH:29])=[O:28])[CH:26]=3)[N:18]=[CH:19][C:20]=2[C:21](=[O:23])[NH2:22])[CH2:9]1)=[O:7])([CH3:2])([CH3:3])[CH3:4], predict the reactants needed to synthesize it. The reactants are: [C:1]([O:5][C:6]([N:8]1[CH2:12][C@H:11]([CH3:13])[C@H:10]([NH:14][C:15]2[C:16]3[N:17]([CH:24]=[C:25]([C:27]([O:29]CC)=[O:28])[CH:26]=3)[N:18]=[CH:19][C:20]=2[C:21](=[O:23])[NH2:22])[CH2:9]1)=[O:7])([CH3:4])([CH3:3])[CH3:2].[OH-].[Na+]. (2) Given the product [N:28]1[CH:33]=[CH:32][C:31]([C:2]2[CH:7]=[CH:6][CH:5]=[CH:4][C:3]=2[CH:8]2[N:14]([CH2:15][C:16]3[CH:21]=[CH:20][CH:19]=[C:18]([C:22]4[S:23][CH:24]=[CH:25][N:26]=4)[CH:17]=3)[C:13](=[O:27])[CH2:12][CH2:11][CH2:10][CH2:9]2)=[CH:30][CH:29]=1, predict the reactants needed to synthesize it. The reactants are: Br[C:2]1[CH:7]=[CH:6][CH:5]=[CH:4][C:3]=1[CH:8]1[N:14]([CH2:15][C:16]2[CH:21]=[CH:20][CH:19]=[C:18]([C:22]3[S:23][CH:24]=[CH:25][N:26]=3)[CH:17]=2)[C:13](=[O:27])[CH2:12][CH2:11][CH2:10][CH2:9]1.[N:28]1[CH:33]=[CH:32][C:31](B(O)O)=[CH:30][CH:29]=1.C([O-])([O-])=O.[Na+].[Na+].O.